Predict the reaction yield, written as a fraction of the theoretical maximum amount of product (1.0 means a 100% yield; for example, 0.34 means a 34% yield). From a dataset of Reaction yield outcomes from USPTO patents with 853,638 reactions. (1) The reactants are [NH:1]1[C:9]2[C:4](=[CH:5][C:6]([NH:10][C:11]3[C:20]4[C:15](=[CH:16][C:17]([O:29][CH3:30])=[CH:18][C:19]=4[O:21][CH:22]4[CH2:27][CH2:26][N:25]([CH3:28])[CH2:24][CH2:23]4)[N:14]=[CH:13][N:12]=3)=[CH:7][CH:8]=2)[CH:3]=[CH:2]1.[F:31][C:32]1[CH:39]=[CH:38][CH:37]=[C:36]([F:40])[C:33]=1[CH2:34]Cl. No catalyst specified. The product is [F:31][C:32]1[CH:39]=[CH:38][CH:37]=[C:36]([F:40])[C:33]=1[CH2:34][N:1]1[C:9]2[C:4](=[CH:5][C:6]([NH:10][C:11]3[C:20]4[C:15](=[CH:16][C:17]([O:29][CH3:30])=[CH:18][C:19]=4[O:21][CH:22]4[CH2:23][CH2:24][N:25]([CH3:28])[CH2:26][CH2:27]4)[N:14]=[CH:13][N:12]=3)=[CH:7][CH:8]=2)[CH:3]=[CH:2]1. The yield is 0.430. (2) The reactants are [Cl:1][C:2]1[N:7]=[C:6]([NH:8][C:9]2[CH:10]=[C:11]3[C:15](=[CH:16][C:17]=2[F:18])[NH:14][N:13]=[CH:12]3)[CH:5]=[CH:4][N:3]=1.[CH3:19][C:20]([O:23][C:24](O[C:24]([O:23][C:20]([CH3:22])([CH3:21])[CH3:19])=[O:25])=[O:25])([CH3:22])[CH3:21]. The catalyst is C(Cl)Cl.CN(C1C=CN=CC=1)C.O. The product is [C:20]([O:23][C:24]([N:8]([C:6]1[CH:5]=[CH:4][N:3]=[C:2]([Cl:1])[N:7]=1)[C:9]1[CH:10]=[C:11]2[C:15](=[CH:16][C:17]=1[F:18])[N:14]([C:24]([O:23][C:20]([CH3:22])([CH3:21])[CH3:19])=[O:25])[N:13]=[CH:12]2)=[O:25])([CH3:22])([CH3:21])[CH3:19]. The yield is 0.600. (3) The reactants are [C:1]([O:5][C:6](=[O:58])[C:7]([O:10]/[N:11]=[C:12](/[C:44]1[N:45]=[C:46]([NH:50][C:51]([O:53][C:54]([CH3:57])([CH3:56])[CH3:55])=[O:52])[S:47][C:48]=1[Cl:49])\[C:13]([NH:15][C@@H:16]1[C:23](=[O:24])[N:22]2[C@@H:17]1[S@:18](=[O:43])[CH2:19][C:20]([CH2:41]Cl)=[C:21]2[C:25]([O:27][CH:28]([C:35]1[CH:40]=[CH:39][CH:38]=[CH:37][CH:36]=1)[C:29]1[CH:34]=[CH:33][CH:32]=[CH:31][CH:30]=1)=[O:26])=[O:14])([CH3:9])[CH3:8])([CH3:4])([CH3:3])[CH3:2].[I-:59].[Na+]. The catalyst is CC(C)=O. The product is [C:1]([O:5][C:6](=[O:58])[C:7]([O:10]/[N:11]=[C:12](/[C:44]1[N:45]=[C:46]([NH:50][C:51]([O:53][C:54]([CH3:57])([CH3:56])[CH3:55])=[O:52])[S:47][C:48]=1[Cl:49])\[C:13]([NH:15][C@@H:16]1[C:23](=[O:24])[N:22]2[C@@H:17]1[S@:18](=[O:43])[CH2:19][C:20]([CH2:41][I:59])=[C:21]2[C:25]([O:27][CH:28]([C:35]1[CH:40]=[CH:39][CH:38]=[CH:37][CH:36]=1)[C:29]1[CH:34]=[CH:33][CH:32]=[CH:31][CH:30]=1)=[O:26])=[O:14])([CH3:9])[CH3:8])([CH3:4])([CH3:3])[CH3:2]. The yield is 0.674. (4) The reactants are [C:1]([C:5]1[O:9][N:8]=[C:7]([NH:10][C:11]([NH:13][C:14]2[CH:19]=[CH:18][CH:17]=[C:16]([SH:20])[CH:15]=2)=[O:12])[CH:6]=1)([CH3:4])([CH3:3])[CH3:2].Cl[C:22]1[C:31]2[C:26](=[CH:27][C:28]([O:39][CH3:40])=[CH:29][C:30]=2[O:32][CH:33]2[CH2:38][CH2:37][O:36][CH2:35][CH2:34]2)[N:25]=[CH:24][N:23]=1.C([O-])([O-])=O.[Cs+].[Cs+]. The catalyst is C(O)(C)C. The product is [C:1]([C:5]1[O:9][N:8]=[C:7]([NH:10][C:11]([NH:13][C:14]2[CH:19]=[CH:18][CH:17]=[C:16]([S:20][C:22]3[C:31]4[C:26](=[CH:27][C:28]([O:39][CH3:40])=[CH:29][C:30]=4[O:32][CH:33]4[CH2:34][CH2:35][O:36][CH2:37][CH2:38]4)[N:25]=[CH:24][N:23]=3)[CH:15]=2)=[O:12])[CH:6]=1)([CH3:4])([CH3:2])[CH3:3]. The yield is 0.220.